From a dataset of Catalyst prediction with 721,799 reactions and 888 catalyst types from USPTO. Predict which catalyst facilitates the given reaction. (1) Reactant: [Cl:1][C:2]1[CH:3]=[C:4]([NH:9][C:10]([C:12]2[C:39]([O:40][CH2:41][CH:42]([F:44])[F:43])=[CH:38][C:15]3[N:16]([CH3:37])[C:17]([NH:19][C:20]4[C:25]([Cl:26])=[CH:24][CH:23]=[C:22]([CH2:27][NH:28]C(OC(C)(C)C)=O)[C:21]=4[Cl:36])=[N:18][C:14]=3[CH:13]=2)=[O:11])[CH:5]=[CH:6][C:7]=1[F:8].Cl. Product: [Cl:1][C:2]1[CH:3]=[C:4]([NH:9][C:10]([C:12]2[C:39]([O:40][CH2:41][CH:42]([F:43])[F:44])=[CH:38][C:15]3[N:16]([CH3:37])[C:17]([NH:19][C:20]4[C:25]([Cl:26])=[CH:24][CH:23]=[C:22]([CH2:27][NH2:28])[C:21]=4[Cl:36])=[N:18][C:14]=3[CH:13]=2)=[O:11])[CH:5]=[CH:6][C:7]=1[F:8]. The catalyst class is: 12. (2) Reactant: [CH2:1]([C:3]1[NH:4][C:5](=[O:27])[C:6]([CH2:12][C:13]2[CH:18]=[CH:17][C:16]([C:19]3[C:20]([C:25]#[N:26])=[CH:21][CH:22]=[CH:23][CH:24]=3)=[CH:15][CH:14]=2)=[C:7]([CH2:9][CH2:10][CH3:11])[N:8]=1)[CH3:2].[F:28][C:29]1[CH:30]=[C:31](B(O)O)[CH:32]=[CH:33][C:34]=1[O:35][CH:36]([CH3:38])[CH3:37].C(N(CC)CC)C.N1C=CC=CC=1. Product: [CH2:1]([C:3]1[N:4]([C:31]2[CH:32]=[CH:33][C:34]([O:35][CH:36]([CH3:37])[CH3:38])=[C:29]([F:28])[CH:30]=2)[C:5](=[O:27])[C:6]([CH2:12][C:13]2[CH:18]=[CH:17][C:16]([C:19]3[C:20]([C:25]#[N:26])=[CH:21][CH:22]=[CH:23][CH:24]=3)=[CH:15][CH:14]=2)=[C:7]([CH2:9][CH2:10][CH3:11])[N:8]=1)[CH3:2]. The catalyst class is: 560. (3) Reactant: [CH:1]1([C:4]([CH:6]2[C:18]3[C:19]4[N:10]([CH2:11][CH:12](C(OC(C)(C)C)=O)[NH:13][C:14]=4[CH:15]=[CH:16][CH:17]=3)[CH2:9][CH2:8][NH:7]2)=[O:5])[CH2:3][CH2:2]1.FC(F)(F)C(O)=O.O.[OH-].[Na+]. Product: [CH:1]1([C:4]([CH:6]2[C:18]3[C:19]4[N:10]([CH2:11][CH2:12][NH:13][C:14]=4[CH:15]=[CH:16][CH:17]=3)[CH2:9][CH2:8][NH:7]2)=[O:5])[CH2:2][CH2:3]1. The catalyst class is: 4. (4) Reactant: Cl[C:2]1[CH:3]=[C:4]([C:29]2[CH:34]=[CH:33][CH:32]=[CH:31][C:30]=2[CH2:35][OH:36])[CH:5]=[CH:6][C:7]=1[C@H:8]1[C@H:13]([C:14]2[CH:19]=[C:18]([F:20])[CH:17]=[C:16]([F:21])[CH:15]=2)[CH2:12][CH2:11][N:10]([C:22]([O:24][C:25]([CH3:28])([CH3:27])[CH3:26])=[O:23])[CH2:9]1.[CH3:37][C:38]1[CH:43]=[CH:42][CH:41]=[CH:40][C:39]=1O.N(C(N1CCCCC1)=O)=N[C:47](N1CCCCC1)=O.C(P(CCCC)CCCC)CCC. Product: [F:20][C:18]1[CH:19]=[C:14]([C@@H:13]2[CH2:12][CH2:11][N:10]([C:22]([O:24][C:25]([CH3:26])([CH3:28])[CH3:27])=[O:23])[CH2:9][C@H:8]2[C:7]2[CH:6]=[CH:5][C:4]([C:29]3[CH:34]=[CH:33][CH:32]=[CH:31][C:30]=3[CH2:35][O:36][C:39]3[CH:40]=[CH:41][CH:42]=[CH:43][C:38]=3[CH3:37])=[CH:3][C:2]=2[CH3:47])[CH:15]=[C:16]([F:21])[CH:17]=1. The catalyst class is: 11. (5) Reactant: [CH3:1][N:2]1[C:10]2[CH:9]=[C:8]3[O:11][CH2:12][CH2:13][O:14][C:7]3=[CH:6][C:5]=2[C:4](=O)[C:3]1=[O:16].O.NN. Product: [CH3:1][N:2]1[C:10]2[CH:9]=[C:8]3[O:11][CH2:12][CH2:13][O:14][C:7]3=[CH:6][C:5]=2[CH2:4][C:3]1=[O:16]. The catalyst class is: 155. (6) Reactant: C[O:2][C:3](=O)[CH2:4][N:5]1[CH2:9][CH2:8][CH2:7][CH:6]1[CH2:10][CH2:11][C:12]([O:14][CH2:15][CH3:16])=[O:13].[H-].[Na+]. Product: [O:2]=[C:3]1[CH:11]([C:12]([O:14][CH2:15][CH3:16])=[O:13])[CH2:10][CH:6]2[N:5]([CH2:9][CH2:8][CH2:7]2)[CH2:4]1. The catalyst class is: 3.